Dataset: HIV replication inhibition screening data with 41,000+ compounds from the AIDS Antiviral Screen. Task: Binary Classification. Given a drug SMILES string, predict its activity (active/inactive) in a high-throughput screening assay against a specified biological target. The molecule is O=C(O)c1ccccc1C(=O)NC(Cc1cccc(NP(=O)(N2CC2)N2CC2)c1)C(=O)O. The result is 1 (active).